This data is from M1 muscarinic receptor antagonist screen with 61,756 compounds. The task is: Binary Classification. Given a drug SMILES string, predict its activity (active/inactive) in a high-throughput screening assay against a specified biological target. (1) The compound is S(CC(=O)N1CCN(CC1)C)c1nc(cc(c1C#N)c1sccc1)c1sccc1. The result is 0 (inactive). (2) The drug is S(=O)(=O)(/C(S(=O)(=O)CCCC)=c1\[nH]c2c([nH]1)cccc2)CCCC. The result is 0 (inactive). (3) The drug is O1C23C(C(C1(C=C3)C)C(=O)Nc1ccccc1)C(=O)N(C2C(=O)NC(C)(C)C)c1cccnc1. The result is 0 (inactive). (4) The compound is O1C(CCC1)C(=O)Nc1ccc(Oc2ccc(NC(=O)C3OCCC3)cc2)cc1. The result is 0 (inactive). (5) The compound is O1C2(OCC1)CCN(CC2)C(=O)CCN1c2c(OCC1=O)cccc2. The result is 0 (inactive). (6) The drug is s1c(NC(=O)NC(CC)(C(F)(F)F)C(F)(F)F)nnc1C(F)(F)F. The result is 0 (inactive).